Dataset: Full USPTO retrosynthesis dataset with 1.9M reactions from patents (1976-2016). Task: Predict the reactants needed to synthesize the given product. (1) The reactants are: Cl[C:2]1[N:3]=[C:4]([N:14]2[CH2:19][CH2:18][O:17][CH2:16][C@@H:15]2[CH3:20])[C:5]2[CH2:10][N:9]([CH:11]([CH3:13])[CH3:12])[CH2:8][C:6]=2[N:7]=1.[F:21][C:22]1[CH:23]=[C:24]([NH:37][C:38]([NH:40][CH2:41][CH2:42][OH:43])=[O:39])[CH:25]=[CH:26][C:27]=1B1OC(C)(C)C(C)(C)O1.ClCCl.C(=O)([O-])[O-].[Na+].[Na+].COC1CCCC1. Given the product [F:21][C:22]1[CH:23]=[C:24]([NH:37][C:38]([NH:40][CH2:41][CH2:42][OH:43])=[O:39])[CH:25]=[CH:26][C:27]=1[C:2]1[N:3]=[C:4]([N:14]2[CH2:19][CH2:18][O:17][CH2:16][C@@H:15]2[CH3:20])[C:5]2[CH2:10][N:9]([CH:11]([CH3:13])[CH3:12])[CH2:8][C:6]=2[N:7]=1, predict the reactants needed to synthesize it. (2) Given the product [CH2:1]([N:8]1[C:16]2[C:11](=[CH:12][C:13]([C:17]3[CH:18]=[CH:19][C:20]([O:23][C:24]([F:25])([F:26])[F:27])=[CH:21][CH:22]=3)=[CH:14][CH:15]=2)[C:10]([C:28](=[O:40])[C:29]([NH:31][CH2:32][C:33]([OH:35])=[O:34])=[O:30])=[CH:9]1)[C:2]1[CH:3]=[CH:4][CH:5]=[CH:6][CH:7]=1, predict the reactants needed to synthesize it. The reactants are: [CH2:1]([N:8]1[C:16]2[C:11](=[CH:12][C:13]([C:17]3[CH:22]=[CH:21][C:20]([O:23][C:24]([F:27])([F:26])[F:25])=[CH:19][CH:18]=3)=[CH:14][CH:15]=2)[C:10]([C:28](=[O:40])[C:29]([NH:31][CH2:32][C:33]([O:35]C(C)(C)C)=[O:34])=[O:30])=[CH:9]1)[C:2]1[CH:7]=[CH:6][CH:5]=[CH:4][CH:3]=1.C(N1C2C(=CC(C3C=CC(OC(F)(F)F)=CC=3)=CC=2)C(C(=O)C(O)=O)=C1)C1C=CC=CC=1.O.ON1C2C=CC=CC=2N=N1.C(N(CC)CC)C.Cl.C(OC(=O)CN)(C)(C)C.C1(N=C=NC2CCCCC2)CCCCC1. (3) Given the product [CH3:28][S:29]([O:27][CH:10]([CH2:11][O:12][C:13]1[CH:14]=[C:15]2[C:20](=[CH:21][CH:22]=1)[CH2:19][N:18]([S:23]([CH3:26])(=[O:24])=[O:25])[CH2:17][CH2:16]2)[CH2:9][O:8][CH2:1][C:2]1[CH:7]=[CH:6][CH:5]=[CH:4][CH:3]=1)(=[O:31])=[O:30], predict the reactants needed to synthesize it. The reactants are: [CH2:1]([O:8][CH2:9][CH:10]([OH:27])[CH2:11][O:12][C:13]1[CH:14]=[C:15]2[C:20](=[CH:21][CH:22]=1)[CH2:19][N:18]([S:23]([CH3:26])(=[O:25])=[O:24])[CH2:17][CH2:16]2)[C:2]1[CH:7]=[CH:6][CH:5]=[CH:4][CH:3]=1.[CH3:28][S:29](N1CCC2C(=CC=C([N+]([O-])=O)C=2)C1)(=[O:31])=[O:30]. (4) The reactants are: [NH:1]([C:6]([O:8][C:9]([CH3:12])([CH3:11])[CH3:10])=[O:7])[CH2:2][C:3]([OH:5])=O.C(N=C=NC(C)C)(C)C.C1C=CC2N(O)N=NC=2C=1.[F:32][C:33]1[CH:34]=[C:35]([CH:38]=[C:39]([C:41]([F:44])([F:43])[F:42])[CH:40]=1)[CH2:36][NH2:37]. Given the product [C:9]([O:8][C:6](=[O:7])[NH:1][CH2:2][C:3](=[O:5])[NH:37][CH2:36][C:35]1[CH:38]=[C:39]([C:41]([F:42])([F:43])[F:44])[CH:40]=[C:33]([F:32])[CH:34]=1)([CH3:12])([CH3:11])[CH3:10], predict the reactants needed to synthesize it. (5) Given the product [CH3:1][CH2:2][CH:3]1[C:13]([CH3:14])=[N:12][N:11]=[C:10]([C:15]2[CH:16]=[CH:17][C:18]([O:23][CH3:24])=[C:19]([O:21][CH3:22])[CH:20]=2)[C:9]2[CH:8]=[C:7]([O:25][CH3:26])[C:6]([O:27][CH3:28])=[CH:5][C:4]1=2, predict the reactants needed to synthesize it. The reactants are: [CH3:1][CH2:2][C@@H:3]1[C:13]([CH3:14])=[N:12][N:11]=[C:10]([C:15]2[CH:16]=[CH:17][C:18]([O:23][CH3:24])=[C:19]([O:21][CH3:22])[CH:20]=2)[C:9]2[CH:8]=[C:7]([O:25][CH3:26])[C:6]([O:27][CH3:28])=[CH:5][C:4]1=2. (6) Given the product [C:1]([O:5][C:6](=[O:15])[N:7]([CH2:26][C:23]1[CH:24]=[CH:25][C:20]([O:19][CH3:18])=[CH:21][CH:22]=1)[C:8]1[CH:13]=[C:12]([CH3:14])[CH:11]=[CH:10][N:9]=1)([CH3:4])([CH3:3])[CH3:2], predict the reactants needed to synthesize it. The reactants are: [C:1]([O:5][C:6](=[O:15])[NH:7][C:8]1[CH:13]=[C:12]([CH3:14])[CH:11]=[CH:10][N:9]=1)([CH3:4])([CH3:3])[CH3:2].[H-].[Na+].[CH3:18][O:19][C:20]1[CH:25]=[CH:24][C:23]([CH2:26]Cl)=[CH:22][CH:21]=1. (7) Given the product [CH:5]([C:4]1[CH:3]=[C:2]([C:16]2[CH:15]=[CH:14][CH:13]=[C:12]([C:10]#[N:11])[CH:17]=2)[CH:9]=[CH:8][CH:7]=1)=[O:6], predict the reactants needed to synthesize it. The reactants are: Br[C:2]1[CH:3]=[C:4]([CH:7]=[CH:8][CH:9]=1)[CH:5]=[O:6].[C:10]([C:12]1[CH:13]=[C:14](B(O)O)[CH:15]=[CH:16][CH:17]=1)#[N:11].